The task is: Predict the reaction yield, written as a fraction of the theoretical maximum amount of product (1.0 means a 100% yield; for example, 0.34 means a 34% yield).. This data is from Reaction yield outcomes from USPTO patents with 853,638 reactions. (1) The reactants are C[N:2]1[C:7]([CH3:8])=[C:6]([N+:9]([O-:11])=[O:10])[CH:5]=[C:4]([N+]([O-])=O)[C:3]1=O.[C:16]([O:20][C:21](=[O:30])[NH:22][CH:23]1[CH2:28]CC(=O)[CH2:25][CH2:24]1)([CH3:19])([CH3:18])[CH3:17].N. No catalyst specified. The product is [C:16]([O:20][C:21](=[O:30])[NH:22][CH:23]1[CH2:24][CH2:25][C:3]2[N:2]=[C:7]([CH3:8])[C:6]([N+:9]([O-:11])=[O:10])=[CH:5][C:4]=2[CH2:28]1)([CH3:18])([CH3:19])[CH3:17]. The yield is 0.280. (2) The product is [N+:20]([C:11]1[CH:12]=[N:13][C:14]2[C:19]([C:10]=1[NH:9][CH2:8][C:2]1([NH:1][C:25](=[O:26])[O:27][C:28]([CH3:31])([CH3:30])[CH3:29])[CH2:7][CH2:6][CH2:5][CH2:4][CH2:3]1)=[CH:18][CH:17]=[CH:16][CH:15]=2)([O-:22])=[O:21]. The reactants are [NH2:1][C:2]1([CH2:8][NH:9][C:10]2[C:19]3[C:14](=[CH:15][CH:16]=[CH:17][CH:18]=3)[N:13]=[CH:12][C:11]=2[N+:20]([O-:22])=[O:21])[CH2:7][CH2:6][CH2:5][CH2:4][CH2:3]1.[OH-].[Na+].[C:25](O[C:25]([O:27][C:28]([CH3:31])([CH3:30])[CH3:29])=[O:26])([O:27][C:28]([CH3:31])([CH3:30])[CH3:29])=[O:26]. The yield is 0.590. The catalyst is O1CCCC1. (3) The reactants are [CH3:1][O:2][C:3]([C:5]1[C:22]([NH:23][C:24]2[CH:29]=[CH:28][C:27]([Br:30])=[CH:26][C:25]=2[Cl:31])=[C:21]([F:32])[C:8]2[N:9]=[CH:10][N:11]([CH2:12][CH2:13][C:14]([O:16]C(C)(C)C)=[O:15])[C:7]=2[CH:6]=1)=[O:4].[C:33]([OH:39])([C:35]([F:38])([F:37])[F:36])=[O:34]. The catalyst is C(Cl)Cl. The product is [OH:39][C:33]([C:35]([F:38])([F:37])[F:36])=[O:34].[CH3:1][O:2][C:3]([C:5]1[C:22]([NH:23][C:24]2[CH:29]=[CH:28][C:27]([Br:30])=[CH:26][C:25]=2[Cl:31])=[C:21]([F:32])[C:8]2[N:9]=[CH:10][N:11]([CH2:12][CH2:13][C:14]([OH:16])=[O:15])[C:7]=2[CH:6]=1)=[O:4]. The yield is 0.880. (4) The reactants are O=P(Cl)(Cl)Cl.O=[C:7]1[CH:12]([NH:13][C:14](=[O:21])[C:15]2[CH:20]=[CH:19][CH:18]=[CH:17][N:16]=2)[CH2:11][CH2:10][N:9]([C:22]([O:24][CH2:25][C:26]2[CH:31]=[CH:30][CH:29]=[CH:28][CH:27]=2)=[O:23])[CH2:8]1.O. The catalyst is O1CCOCC1. The product is [N:16]1[CH:17]=[CH:18][CH:19]=[CH:20][C:15]=1[C:14]1[O:21][C:7]2[CH2:8][N:9]([C:22]([O:24][CH2:25][C:26]3[CH:31]=[CH:30][CH:29]=[CH:28][CH:27]=3)=[O:23])[CH2:10][CH2:11][C:12]=2[N:13]=1. The yield is 0.290. (5) The reactants are [CH:1]1([CH2:4][O:5][C:6]2[N:11]=[CH:10][N:9]=[C:8]([NH2:12])[CH:7]=2)[CH2:3][CH2:2]1.[CH:13]1(O)CCCC1. No catalyst specified. The product is [CH:4]1([O:5][C:6]2[N:11]=[CH:10][N:9]=[C:8]([NH2:12])[CH:7]=2)[CH2:1][CH2:3][CH2:2][CH2:13]1. The yield is 0.860. (6) The reactants are [NH2:1][C:2]1[CH:3]=[C:4]2[C:9](=[C:10]([Cl:12])[CH:11]=1)[N:8]=[CH:7][C:6]([C:13]#[N:14])=[C:5]2[NH:15][C:16]1[CH:21]=[CH:20][C:19]([F:22])=[C:18]([Cl:23])[CH:17]=1.[N:24]([CH2:27][CH:28]=O)=[N+:25]=[N-:26].[BH3-]C#N.[Na+]. The catalyst is CCO. The product is [N:24]([CH2:27][CH2:28][NH:1][C:2]1[CH:3]=[C:4]2[C:9](=[C:10]([Cl:12])[CH:11]=1)[N:8]=[CH:7][C:6]([C:13]#[N:14])=[C:5]2[NH:15][C:16]1[CH:21]=[CH:20][C:19]([F:22])=[C:18]([Cl:23])[CH:17]=1)=[N+:25]=[N-:26]. The yield is 0.0400. (7) The reactants are [N:1]1[C:9]2[C:4](=[N:5][CH:6]=[CH:7][C:8]=2[C:10]([OH:12])=[O:11])[NH:3][CH:2]=1.OS(O)(=O)=O.[CH3:18]O. No catalyst specified. The product is [N:1]1[C:9]2[C:4](=[N:5][CH:6]=[CH:7][C:8]=2[C:10]([O:12][CH3:18])=[O:11])[NH:3][CH:2]=1. The yield is 0.800.